Dataset: Forward reaction prediction with 1.9M reactions from USPTO patents (1976-2016). Task: Predict the product of the given reaction. (1) Given the reactants C(O[CH:10]1[C@@:14]([O:16][C:17](=[O:24])[C:18]2[CH:23]=[CH:22][CH:21]=[CH:20][CH:19]=2)([CH3:15])[C@@H:13]([O:25][C:26](=[O:33])[C:27]2[CH:32]=[CH:31][CH:30]=[CH:29][CH:28]=2)[C@@H:12]([CH2:34][O:35][C:36](=[O:43])[C:37]2[CH:42]=[CH:41][CH:40]=[CH:39][CH:38]=2)[O:11]1)(=O)C1C=CC=CC=1.[NH2:44][C:45]1[N:53]=[C:52]2[C:48]([NH:49][CH:50]=[N:51]2)=[C:47]([NH2:54])[N:46]=1.C1CCN2C(=NCCC2)CC1.[Si](OS(C(F)(F)F)(=O)=O)(C)(C)C, predict the reaction product. The product is: [C:17]([O:16][C@:14]1([CH3:15])[C@H:13]([O:25][C:26](=[O:33])[C:27]2[CH:32]=[CH:31][CH:30]=[CH:29][CH:28]=2)[C@@H:12]([CH2:34][O:35][C:36](=[O:43])[C:37]2[CH:38]=[CH:39][CH:40]=[CH:41][CH:42]=2)[O:11][C@H:10]1[N:51]1[CH:50]=[N:49][C:48]2[C:52]1=[N:53][C:45]([NH2:44])=[N:46][C:47]=2[NH2:54])(=[O:24])[C:18]1[CH:23]=[CH:22][CH:21]=[CH:20][CH:19]=1. (2) Given the reactants CS([C:5]1[S:9][C:8]([C:10]2[CH:11]=[C:12]3[C:16](=[CH:17][CH:18]=2)[N:15]([C:19]([O:21][C:22]([CH3:25])([CH3:24])[CH3:23])=[O:20])[CH:14]=[C:13]3[C:26]2[CH:31]=[CH:30][CH:29]=[C:28]([N:32]3[CH2:37][CH2:36][O:35][CH2:34][CH2:33]3)[N:27]=2)=[N:7][N:6]=1)(=O)=O.[BH4-].[Na+].CC(O)=O, predict the reaction product. The product is: [O:35]1[CH2:36][CH2:37][N:32]([C:28]2[N:27]=[C:26]([C:13]3[C:12]4[C:16](=[CH:17][CH:18]=[C:10]([C:8]5[S:9][CH:5]=[N:6][N:7]=5)[CH:11]=4)[N:15]([C:19]([O:21][C:22]([CH3:25])([CH3:24])[CH3:23])=[O:20])[CH:14]=3)[CH:31]=[CH:30][CH:29]=2)[CH2:33][CH2:34]1. (3) Given the reactants [CH2:1]([N:8]1[CH:12]=[CH:11][C:10]([C:13]([OH:15])=O)=[CH:9]1)[C:2]1[CH:7]=[CH:6][CH:5]=[CH:4][CH:3]=1.CN(C)C=O.C(Cl)(=O)C(Cl)=O.[NH2:27][C:28]1[CH:29]=[C:30]([CH:48]=[CH:49][C:50]=1[F:51])[O:31][C:32]1[CH:33]=[CH:34][C:35]2[N:36]([CH:38]=[C:39]([NH:41][C:42]([CH:44]3[CH2:46][CH:45]3C)=[O:43])[N:40]=2)[N:37]=1, predict the reaction product. The product is: [CH2:1]([N:8]1[CH:12]=[CH:11][C:10]([C:13]([NH:27][C:28]2[CH:29]=[C:30]([O:31][C:32]3[CH:33]=[CH:34][C:35]4[N:36]([CH:38]=[C:39]([NH:41][C:42]([CH:44]5[CH2:46][CH2:45]5)=[O:43])[N:40]=4)[N:37]=3)[CH:48]=[CH:49][C:50]=2[F:51])=[O:15])=[CH:9]1)[C:2]1[CH:3]=[CH:4][CH:5]=[CH:6][CH:7]=1.